The task is: Predict the reaction yield, written as a fraction of the theoretical maximum amount of product (1.0 means a 100% yield; for example, 0.34 means a 34% yield).. This data is from Reaction yield outcomes from USPTO patents with 853,638 reactions. (1) The reactants are [Cl:1][C:2]1[C:3]([CH2:24][NH2:25])=[N:4][CH:5]=[C:6](/[CH:8]=[CH:9]/[CH:10]([C:15]2[CH:20]=[C:19]([Cl:21])[C:18]([Cl:22])=[C:17]([Cl:23])[CH:16]=2)[C:11]([F:14])([F:13])[F:12])[CH:7]=1.[F:26][C:27]([F:33])([F:32])[CH2:28][C:29](O)=[O:30].CCN=C=NCCCN(C)C.Cl.C1C=CC2N(O)N=NC=2C=1.O.CCN(C(C)C)C(C)C. The catalyst is C(Cl)Cl. The product is [Cl:1][C:2]1[C:3]([CH2:24][NH:25][C:29](=[O:30])[CH2:28][C:27]([F:33])([F:32])[F:26])=[N:4][CH:5]=[C:6](/[CH:8]=[CH:9]/[CH:10]([C:15]2[CH:20]=[C:19]([Cl:21])[C:18]([Cl:22])=[C:17]([Cl:23])[CH:16]=2)[C:11]([F:14])([F:12])[F:13])[CH:7]=1. The yield is 0.350. (2) The reactants are [C:1]([O:5][C:6]([NH:8][CH:9]([C:31]1[CH:36]=[CH:35][CH:34]=[CH:33][CH:32]=1)[C:10]([NH:12][CH:13]([C:25]1[CH:30]=[CH:29][CH:28]=[CH:27][CH:26]=1)[C:14]([O:16][C@@H:17]1[CH:22]2[CH2:23][CH2:24][N:19]([CH2:20][CH2:21]2)[CH2:18]1)=[O:15])=[O:11])=[O:7])([CH3:4])([CH3:3])[CH3:2].[Cl:37][CH2:38][C:39]([C:41]1[CH:46]=[CH:45][CH:44]=[CH:43][CH:42]=1)=[O:40]. The catalyst is CCOC(C)=O.C(#N)C. The product is [Cl-:37].[C:1]([O:5][C:6]([NH:8][CH:9]([C:31]1[CH:36]=[CH:35][CH:34]=[CH:33][CH:32]=1)[C:10]([NH:12][CH:13]([C:25]1[CH:26]=[CH:27][CH:28]=[CH:29][CH:30]=1)[C:14]([O:16][C@@H:17]1[CH:22]2[CH2:21][CH2:20][N+:19]([CH2:38][C:39](=[O:40])[C:41]3[CH:46]=[CH:45][CH:44]=[CH:43][CH:42]=3)([CH2:24][CH2:23]2)[CH2:18]1)=[O:15])=[O:11])=[O:7])([CH3:4])([CH3:2])[CH3:3]. The yield is 0.237.